Dataset: Full USPTO retrosynthesis dataset with 1.9M reactions from patents (1976-2016). Task: Predict the reactants needed to synthesize the given product. The reactants are: [Br:1][C:2]1[CH:3]=[CH:4][C:5](I)=[C:6]([CH:21]=1)[CH2:7][N:8]([C:12]1[CH:17]=[CH:16][C:15]([Cl:18])=[CH:14][C:13]=1[CH:19]=[CH2:20])[C:9](=[O:11])[CH3:10].CCN(CC)CC.O. Given the product [Br:1][C:2]1[CH:3]=[CH:4][C:5]2[CH:20]=[CH:19][C:13]3[CH:14]=[C:15]([Cl:18])[CH:16]=[CH:17][C:12]=3[N:8]([C:9](=[O:11])[CH3:10])[CH2:7][C:6]=2[CH:21]=1, predict the reactants needed to synthesize it.